This data is from Full USPTO retrosynthesis dataset with 1.9M reactions from patents (1976-2016). The task is: Predict the reactants needed to synthesize the given product. (1) Given the product [Br:1][C:2]1[C:10]([F:11])=[CH:9][CH:8]=[C:7]([N+:12]([O-:14])=[O:13])[C:3]=1[C:4]([NH2:16])=[O:5], predict the reactants needed to synthesize it. The reactants are: [Br:1][C:2]1[C:10]([F:11])=[CH:9][CH:8]=[C:7]([N+:12]([O-:14])=[O:13])[C:3]=1[C:4](O)=[O:5].C[N:16](C=O)C.C(Cl)(=O)C(Cl)=O. (2) Given the product [CH2:1]([O:8][CH2:9][CH2:10][N:11]1[C:16](=[O:17])[CH:15]=[N:14][N:13]([CH2:18][CH2:19][CH2:20][CH2:21][N:35]2[CH2:34][CH2:33][N:32]([C:27]3[CH:28]=[CH:29][CH:30]=[CH:31][C:26]=3[O:25][CH3:24])[CH2:37][CH2:36]2)[C:12]1=[O:23])[C:2]1[CH:7]=[CH:6][CH:5]=[CH:4][CH:3]=1, predict the reactants needed to synthesize it. The reactants are: [CH2:1]([O:8][CH2:9][CH2:10][N:11]1[C:16](=[O:17])[CH:15]=[N:14][N:13]([CH2:18][CH2:19][CH2:20][CH2:21]Cl)[C:12]1=[O:23])[C:2]1[CH:7]=[CH:6][CH:5]=[CH:4][CH:3]=1.[CH3:24][O:25][C:26]1[CH:31]=[CH:30][CH:29]=[CH:28][C:27]=1[N:32]1[CH2:37][CH2:36][NH:35][CH2:34][CH2:33]1.C(N(CC)CC)C. (3) Given the product [CH2:29]([O:31][C:32]([C:34]1[C:39]([C:17]2[CH:12]=[CH:13][CH:14]=[C:15]([CH2:18][S:19][CH2:20][CH2:21][O:22][C:23]3[CH:24]=[CH:25][CH:26]=[CH:27][CH:28]=3)[CH:16]=2)=[CH:38][CH:37]=[CH:36][CH:35]=1)=[O:33])[CH3:30], predict the reactants needed to synthesize it. The reactants are: C(OC(C1C=C([C:12]2[CH:17]=[CH:16][C:15]([CH2:18][S:19][CH2:20][CH2:21][O:22][C:23]3[CH:28]=[CH:27][CH:26]=[CH:25][CH:24]=3)=[CH:14][CH:13]=2)C=CC=1)=O)C.[CH2:29]([O:31][C:32]([C:34]1[C:35](C2C=CC=C(CSCCO)C=2)=[CH:36][CH:37]=[CH:38][CH:39]=1)=[O:33])[CH3:30].C1(O)C=CC=CC=1.C1(P(C2C=CC=CC=2)C2C=CC=CC=2)C=CC=CC=1. (4) Given the product [ClH:1].[Cl:1][C:2]1[CH:7]=[CH:6][C:5]([C@@H:8]2[CH2:12][N:11]([CH:43]3[CH2:45][CH2:44]3)[CH2:10][C@H:9]2[C:13]([N:15]2[CH2:24][CH:23]([N:25]([CH:32]3[CH2:37][CH2:36][C:35]([CH3:39])([CH3:38])[CH2:34][CH2:33]3)[C:26](=[O:31])[C:27]([CH3:30])([CH3:29])[CH3:28])[CH2:22][C@H:16]2[C:17]([N:19]([CH3:21])[CH3:20])=[O:18])=[O:14])=[CH:4][CH:3]=1, predict the reactants needed to synthesize it. The reactants are: [Cl:1][C:2]1[CH:7]=[CH:6][C:5]([C@@H:8]2[CH2:12][NH:11][CH2:10][C@H:9]2[C:13]([N:15]2[CH2:24][C@@H:23]([N:25]([CH:32]3[CH2:37][CH2:36][C:35]([CH3:39])([CH3:38])[CH2:34][CH2:33]3)[C:26](=[O:31])[C:27]([CH3:30])([CH3:29])[CH3:28])[CH2:22][C@H:16]2[C:17]([N:19]([CH3:21])[CH3:20])=[O:18])=[O:14])=[CH:4][CH:3]=1.C(O[C:43]1(O[Si](C)(C)C)[CH2:45][CH2:44]1)C.C([BH3-])#N.[Na+].C(O)(=O)C.